From a dataset of Reaction yield outcomes from USPTO patents with 853,638 reactions. Predict the reaction yield, written as a fraction of the theoretical maximum amount of product (1.0 means a 100% yield; for example, 0.34 means a 34% yield). (1) The reactants are C[O-].[Na+].[C:4]([C:7]1[CH:12]=[CH:11][CH:10]=[CH:9][N:8]=1)(=[O:6])[CH3:5].[C:13](OC)(=[O:20])[C:14]1[CH:19]=[CH:18][CH:17]=[N:16][CH:15]=1. The catalyst is C1COCC1. The product is [N:8]1[CH:9]=[CH:10][CH:11]=[CH:12][C:7]=1[C:4](=[O:6])[CH2:5][C:13]([C:14]1[CH:15]=[N:16][CH:17]=[CH:18][CH:19]=1)=[O:20]. The yield is 0.670. (2) The reactants are ClC1C=C(C=CC=1)C(OO)=[O:6].[F:12][C:13]([F:27])([F:26])[CH2:14][C:15]1[CH:20]=[CH:19][CH:18]=[C:17]([CH2:21][C:22]([F:25])([F:24])[F:23])[N:16]=1. The catalyst is C(Cl)(Cl)Cl. The product is [F:27][C:13]([F:12])([F:26])[CH2:14][C:15]1[CH:20]=[CH:19][CH:18]=[C:17]([CH2:21][C:22]([F:25])([F:24])[F:23])[N+:16]=1[O-:6]. The yield is 0.580. (3) The yield is 0.440. The reactants are [Cl:1][C:2]1[CH:7]=[C:6]([CH2:8][CH2:9][OH:10])[CH:5]=[C:4]([Cl:11])[C:3]=1[OH:12].CC(C)([O-])C.[K+].[Cl:19][C:20]1[N:21]=[N:22][C:23](Cl)=[CH:24][C:25]=1[CH:26]([CH3:28])[CH3:27]. The product is [Cl:1][C:2]1[CH:7]=[C:6]([CH2:8][CH2:9][OH:10])[CH:5]=[C:4]([Cl:11])[C:3]=1[O:12][C:23]1[N:22]=[N:21][C:20]([Cl:19])=[C:25]([CH:26]([CH3:28])[CH3:27])[CH:24]=1. The catalyst is CN(C)C(=O)C. (4) The reactants are [F:1][C:2]([F:12])([F:11])[C:3]1[CH:10]=[CH:9][C:6]([CH:7]=O)=[CH:5][CH:4]=1.[N+:13]([CH3:16])([O-:15])=[O:14]. No catalyst specified. The product is [N+:13]([CH:16]=[CH:7][C:6]1[CH:9]=[CH:10][C:3]([C:2]([F:12])([F:11])[F:1])=[CH:4][CH:5]=1)([O-:15])=[O:14]. The yield is 0.980. (5) The reactants are [CH3:1][C:2]([CH:5]=O)([CH3:4])[CH3:3].Cl.[NH2:8][OH:9].[OH-].[Na+].CC1C=CC(S(NCl)(=O)=O)=CC=1.[C:24]([O:28][CH3:29])(=[O:27])[C:25]#[CH:26].[OH-].[NH4+]. The catalyst is S([O-])([O-])(=O)=O.[Cu+2].[Cu].C(O)(C)(C)C.O. The product is [CH3:29][O:28][C:24]([C:25]1[O:9][N:8]=[C:5]([C:2]([CH3:1])([CH3:3])[CH3:4])[CH:26]=1)=[O:27]. The yield is 0.200. (6) The reactants are [C:1]([C:3]1[CH:8]=[CH:7][CH:6]=[CH:5][C:4]=1[C:9]1[CH:14]=[CH:13][C:12]([CH2:15][CH:16]([C:22](=O)[CH2:23][CH2:24][CH3:25])[C:17](OCC)=[O:18])=[C:11]([F:27])[CH:10]=1)#[N:2].[O:28]1[C:32]2([CH2:37][CH2:36][CH:35]([NH:38][C:39]3[NH:43][CH:42]=[N:41][N:40]=3)[CH2:34][CH2:33]2)[O:31][CH2:30][CH2:29]1.N12CCCN=C1CCCCC2.Cl. The catalyst is C(N(CC)C1C=CC=CC=1)C.C(OCC)(=O)C. The product is [O:28]1[C:32]2([CH2:33][CH2:34][CH:35]([N:38]3[C:17](=[O:18])[C:16]([CH2:15][C:12]4[CH:13]=[CH:14][C:9]([C:4]5[C:3]([C:1]#[N:2])=[CH:8][CH:7]=[CH:6][CH:5]=5)=[CH:10][C:11]=4[F:27])=[C:22]([CH2:23][CH2:24][CH3:25])[N:40]4[N:41]=[CH:42][N:43]=[C:39]34)[CH2:36][CH2:37]2)[O:31][CH2:30][CH2:29]1. The yield is 0.840. (7) The reactants are [CH3:1][O:2][C:3]1[CH:4]=[C:5]([CH:33]=[CH:34][C:35]=1[O:36][CH3:37])[CH2:6][NH:7][C:8]1[N:13]2[N:14]=[C:15]([C:17]3[O:18][CH:19]=[CH:20][CH:21]=3)[N:16]=[C:12]2[CH:11]=[C:10]([C:22]2[CH:27]=[CH:26][CH:25]=[C:24]([CH:28]3OCC[O:29]3)[CH:23]=2)[N:9]=1.Cl.[OH-].[Na+]. The catalyst is C1COCC1. The product is [CH3:1][O:2][C:3]1[CH:4]=[C:5]([CH:33]=[CH:34][C:35]=1[O:36][CH3:37])[CH2:6][NH:7][C:8]1[N:13]2[N:14]=[C:15]([C:17]3[O:18][CH:19]=[CH:20][CH:21]=3)[N:16]=[C:12]2[CH:11]=[C:10]([C:22]2[CH:27]=[CH:26][CH:25]=[C:24]([CH:28]=[O:29])[CH:23]=2)[N:9]=1. The yield is 0.790. (8) The reactants are [NH2:1][C:2]1[C:10]([N+:11]([O-:13])=[O:12])=[CH:9][CH:8]=[CH:7][C:3]=1[C:4]([NH2:6])=[O:5].[Cl:14]N1C(=O)CCC1=O. The catalyst is C(#N)C. The product is [NH2:1][C:2]1[C:10]([N+:11]([O-:13])=[O:12])=[CH:9][C:8]([Cl:14])=[CH:7][C:3]=1[C:4]([NH2:6])=[O:5]. The yield is 0.840. (9) The reactants are [F:1][C:2]1[CH:26]=[CH:25][C:24]([F:27])=[CH:23][C:3]=1[CH2:4][C@H:5]1[CH2:10][C@@H:9]([C:11](=[O:18])[CH2:12][C:13](OCC)=[O:14])[CH2:8][CH2:7][N:6]1[C:19]([O:21][CH3:22])=[O:20].[OH-].[Na+].[NH2:30]O.Cl. The catalyst is CO.O. The product is [F:1][C:2]1[CH:26]=[CH:25][C:24]([F:27])=[CH:23][C:3]=1[CH2:4][C@H:5]1[CH2:10][C@@H:9]([C:11]2[O:18][NH:30][C:13](=[O:14])[CH:12]=2)[CH2:8][CH2:7][N:6]1[C:19]([O:21][CH3:22])=[O:20]. The yield is 0.610. (10) The reactants are [C:1]([CH:3]=[C:4]1[CH2:7][N:6]([C:8](OC(C)(C)C)=O)[CH2:5]1)#[N:2].Cl.O1CCOCC1.[F:22][CH:23]1C(=O)[CH2:27][CH2:26][N:25]([C:30]([O:32][C:33]([CH3:36])([CH3:35])[CH3:34])=[O:31])[CH2:24]1.C(N(CC)CC)C.C(O[BH-](OC(=O)C)OC(=O)C)(=O)C.[Na+]. The catalyst is O1CCCC1.C([O-])(O)=O.[Na+].CCOC(C)=O. The product is [C:1]([CH:3]=[C:4]1[CH2:5][N:6]([C@H:8]2[CH2:27][CH2:26][N:25]([C:30]([O:32][C:33]([CH3:36])([CH3:35])[CH3:34])=[O:31])[CH2:24][C@H:23]2[F:22])[CH2:7]1)#[N:2]. The yield is 0.660.